This data is from Forward reaction prediction with 1.9M reactions from USPTO patents (1976-2016). The task is: Predict the product of the given reaction. (1) Given the reactants [Cl:1][C:2]1[C:3]([CH3:13])=[CH:4][C:5]([OH:12])=[C:6]([C:8](=[O:11])[CH2:9][CH3:10])[CH:7]=1.[Br:14]N1C(=O)CCC1=O, predict the reaction product. The product is: [Br:14][C:4]1[C:5]([OH:12])=[C:6]([C:8](=[O:11])[CH2:9][CH3:10])[CH:7]=[C:2]([Cl:1])[C:3]=1[CH3:13]. (2) Given the reactants S(=O)(=O)(O)O.CO.[C:8]([C:11]1[CH:12]=[C:13]([CH:17]=[CH:18][CH:19]=1)[C:14]([OH:16])=[O:15])(=[O:10])[CH3:9].[C:20]([O-])(O)=O.[Na+], predict the reaction product. The product is: [CH3:20][O:15][C:14](=[O:16])[C:13]1[CH:17]=[CH:18][CH:19]=[C:11]([C:8](=[O:10])[CH3:9])[CH:12]=1. (3) Given the reactants C(OC([NH:8][C@@H:9]([CH:21]([CH3:23])[CH3:22])[C:10]([NH:12][C@@H:13]([CH:18]([CH3:20])[CH3:19])[C:14](OC)=[O:15])=[O:11])=O)(C)(C)C, predict the reaction product. The product is: [CH:21]([C@@H:9]1[NH:8][C:14](=[O:15])[C@H:13]([CH:18]([CH3:20])[CH3:19])[NH:12][C:10]1=[O:11])([CH3:23])[CH3:22]. (4) Given the reactants [Cl:1][C:2]1[CH:3]=[C:4]([F:30])[C:5]([C:24]2[N:25]=[N:26][N:27]([CH3:29])[N:28]=2)=[C:6]([C:8]2[CH:9]=[CH:10][C:11]3[CH:15]([NH:16][C:17]([C:19]4([NH2:22])[CH2:21][CH2:20]4)=[O:18])[CH2:14][S:13][C:12]=3[CH:23]=2)[CH:7]=1.[N:31]1[CH:36]=[C:35]([C:37](O)=[O:38])[CH:34]=[N:33][CH:32]=1, predict the reaction product. The product is: [Cl:1][C:2]1[CH:3]=[C:4]([F:30])[C:5]([C:24]2[N:25]=[N:26][N:27]([CH3:29])[N:28]=2)=[C:6]([C:8]2[CH:9]=[CH:10][C:11]3[CH:15]([NH:16][C:17]([C:19]4([NH:22][C:37]([C:35]5[CH:36]=[N:31][CH:32]=[N:33][CH:34]=5)=[O:38])[CH2:21][CH2:20]4)=[O:18])[CH2:14][S:13][C:12]=3[CH:23]=2)[CH:7]=1. (5) Given the reactants [C:1]([C:3]1[CH:27]=[CH:26][C:6]([O:7][C:8]2[CH:9]=[C:10]([CH:14]=[C:15]([O:17][C:18]3[CH:23]=[CH:22][C:21]([C:24]#[N:25])=[CH:20][CH:19]=3)[CH:16]=2)[C:11]([OH:13])=O)=[CH:5][CH:4]=1)#[N:2].[CH2:28]([NH:32][CH2:33][CH:34]([CH3:36])[CH3:35])[CH:29]([CH3:31])[CH3:30], predict the reaction product. The product is: [C:1]([C:3]1[CH:27]=[CH:26][C:6]([O:7][C:8]2[CH:9]=[C:10]([CH:14]=[C:15]([O:17][C:18]3[CH:23]=[CH:22][C:21]([C:24]#[N:25])=[CH:20][CH:19]=3)[CH:16]=2)[C:11]([N:32]([CH2:33][CH:34]([CH3:36])[CH3:35])[CH2:28][CH:29]([CH3:31])[CH3:30])=[O:13])=[CH:5][CH:4]=1)#[N:2].